Dataset: Peptide-MHC class II binding affinity with 134,281 pairs from IEDB. Task: Regression. Given a peptide amino acid sequence and an MHC pseudo amino acid sequence, predict their binding affinity value. This is MHC class II binding data. (1) The peptide sequence is GLVHVANNNYDPWTI. The MHC is HLA-DPA10103-DPB10401 with pseudo-sequence HLA-DPA10103-DPB10401. The binding affinity (normalized) is 0.137. (2) The peptide sequence is AARVTQILSSLTITQLLKRLHQWI. The MHC is DRB1_0701 with pseudo-sequence DRB1_0701. The binding affinity (normalized) is 0. (3) The peptide sequence is VLMAVVLASLIYRRR. The MHC is DRB1_0405 with pseudo-sequence DRB1_0405. The binding affinity (normalized) is 0.571. (4) The peptide sequence is VIPANWKPDTVYTSK. The MHC is DRB3_0101 with pseudo-sequence DRB3_0101. The binding affinity (normalized) is 0.650. (5) The peptide sequence is EAKYDAYVATVSEAL. The MHC is HLA-DQA10102-DQB10502 with pseudo-sequence HLA-DQA10102-DQB10502. The binding affinity (normalized) is 0. (6) The peptide sequence is GPKEPFRDYVDRFYKTLR. The MHC is HLA-DPA10301-DPB10402 with pseudo-sequence HLA-DPA10301-DPB10402. The binding affinity (normalized) is 0.292. (7) The peptide sequence is AATQARAAAAAFEAA. The MHC is HLA-DPA10301-DPB10402 with pseudo-sequence HLA-DPA10301-DPB10402. The binding affinity (normalized) is 0.245. (8) The peptide sequence is PQPFRPQQPYPQPQPQYSQP. The MHC is DRB3_0101 with pseudo-sequence DRB3_0101. The binding affinity (normalized) is 0.